Binary Classification. Given a drug SMILES string, predict its activity (active/inactive) in a high-throughput screening assay against a specified biological target. From a dataset of KCNQ2 potassium channel screen with 302,405 compounds. (1) The molecule is Brc1cc(C(CC(=O)NCCCCCC)c2ccccc2)c(O)cc1. The result is 1 (active). (2) The molecule is Clc1cc(Cc2oc3cc(C(=O)N4CCC(CC4)CO)ccc3n2)ccc1. The result is 0 (inactive). (3) The drug is O=C1N(C(C(=C(N1CC)C)C(OC)=O)c1ccccc1)CC(OCC)=O. The result is 0 (inactive). (4) The drug is S(c1n(Cc2occc2)ccn1)CC(=O)Nc1c(OC)cc(OC)cc1. The result is 0 (inactive). (5) The molecule is s1c(N2C(\C(C(=O)C2=O)=C(\O)c2ccc(OCC)cc2)c2occc2)nc(c1C)C. The result is 0 (inactive). (6) The molecule is S(=O)(=O)(N(C)C)c1cc(NC(=S)N\N=C(\Cc2ccccc2)Cc2ccccc2)ccc1. The result is 0 (inactive). (7) The compound is S(C(CC)C)Cc1[nH]c2c(n1)cccc2. The result is 0 (inactive).